Task: Regression. Given a peptide amino acid sequence and an MHC pseudo amino acid sequence, predict their binding affinity value. This is MHC class II binding data.. Dataset: Peptide-MHC class II binding affinity with 134,281 pairs from IEDB (1) The peptide sequence is GFVGLCRTLGSKCVR. The MHC is DRB1_0404 with pseudo-sequence DRB1_0404. The binding affinity (normalized) is 0.506. (2) The peptide sequence is ITVVLHKTSEPGKYTA. The MHC is DRB1_0301 with pseudo-sequence DRB1_0301. The binding affinity (normalized) is 0. (3) The peptide sequence is KYQEFFWDANDIYRI. The MHC is DRB4_0101 with pseudo-sequence DRB4_0103. The binding affinity (normalized) is 0.101. (4) The peptide sequence is PHAATIRVLALGNQE. The MHC is DRB1_1501 with pseudo-sequence DRB1_1501. The binding affinity (normalized) is 0.171. (5) The peptide sequence is LWTALVSLTCSNTIF. The MHC is DRB1_0701 with pseudo-sequence DRB1_0701. The binding affinity (normalized) is 0.904. (6) The peptide sequence is LSPILFECLIHPMLG. The MHC is DRB1_0701 with pseudo-sequence DRB1_0701. The binding affinity (normalized) is 0.401. (7) The peptide sequence is TFDSEEPLQGPFNFR. The MHC is DRB1_0301 with pseudo-sequence DRB1_0301. The binding affinity (normalized) is 0.152. (8) The peptide sequence is LDHILEPSIPYKSK. The MHC is HLA-DPA10201-DPB10101 with pseudo-sequence HLA-DPA10201-DPB10101. The binding affinity (normalized) is 0.297.